Dataset: Catalyst prediction with 721,799 reactions and 888 catalyst types from USPTO. Task: Predict which catalyst facilitates the given reaction. (1) Reactant: C(N1CCCC(NC2C=C(N(CC3C=CC(OC)=CC=3)C3C=CC=CC=3)C3N(C(C#N)=CN=3)N=2)C1)C1C=CC=CC=1.[CH3:42][O:43][C:44]1[CH:68]=[CH:67][C:47]([CH2:48][N:49]([C:61]2[CH:66]=[CH:65][CH:64]=[CH:63][CH:62]=2)[C:50]2[C:51]3[N:52]([CH:58]=[CH:59][N:60]=3)[N:53]=[C:54]([C:56]#[N:57])[CH:55]=2)=[CH:46][CH:45]=1.[H-].C([Al+]CC(C)C)C(C)C.Cl. Product: [NH2:57][CH2:56][C:54]1[CH:55]=[C:50]([N:49]([CH2:48][C:47]2[CH:46]=[CH:45][C:44]([O:43][CH3:42])=[CH:68][CH:67]=2)[C:61]2[CH:62]=[CH:63][CH:64]=[CH:65][CH:66]=2)[C:51]2[N:52]([CH:58]=[CH:59][N:60]=2)[N:53]=1. The catalyst class is: 802. (2) Reactant: C[Si]([N-][Si](C)(C)C)(C)C.[Li+].[C:11]([C:14]1[N:15]=[N:16][C:17]([CH3:20])=[CH:18][CH:19]=1)(=[O:13])[CH3:12].[C:21](OC)(=[O:26])[C:22]([O:24][CH3:25])=[O:23].O. Product: [CH3:20][C:17]1[N:16]=[N:15][C:14]([C:11](=[O:13])[CH2:12][C:21](=[O:26])[C:22]([O:24][CH3:25])=[O:23])=[CH:19][CH:18]=1. The catalyst class is: 305.